From a dataset of Forward reaction prediction with 1.9M reactions from USPTO patents (1976-2016). Predict the product of the given reaction. (1) The product is: [N:25]1[CH:26]=[CH:27][CH:28]=[CH:29][C:24]=1[C:12]1[CH:13]=[C:8]2[CH:7]=[CH:6][NH:5][C:9]2=[N:10][CH:11]=1. Given the reactants CS([N:5]1[C:9]2=[N:10][CH:11]=[C:12](B3OC(C)(C)C(C)(C)O3)[CH:13]=[C:8]2[CH:7]=[CH:6]1)(=O)=O.Br[C:24]1[CH:29]=[CH:28][CH:27]=[CH:26][N:25]=1.C([O-])([O-])=O.[Na+].[Na+].O, predict the reaction product. (2) Given the reactants [CH2:1]([C:4]1[N:5]([CH2:17][CH2:18][C:19]([O:21][CH2:22][CH3:23])=[O:20])[C:6]2[C:15]3[CH:14]=[CH:13][CH:12]=[CH:11][C:10]=3[N:9]=[CH:8][C:7]=2[N:16]=1)[CH2:2][CH3:3].C1C=C(Cl)C=C(C(OO)=[O:32])C=1, predict the reaction product. The product is: [O-:32][N+:9]1[C:10]2[CH:11]=[CH:12][CH:13]=[CH:14][C:15]=2[C:6]2[N:5]([CH2:17][CH2:18][C:19]([O:21][CH2:22][CH3:23])=[O:20])[C:4]([CH2:1][CH2:2][CH3:3])=[N:16][C:7]=2[CH:8]=1. (3) Given the reactants [CH2:1]([O:8][C:9]([N:11]1[CH2:15][C@@H:14]([O:16][Si:17]([C:20]([CH3:23])([CH3:22])[CH3:21])([CH3:19])[CH3:18])[CH2:13][C@@H:12]1[CH:24]([OH:33])[C:25]1[C:26]([CH3:32])=[N:27][N:28]([CH3:31])[C:29]=1[CH3:30])=[O:10])[C:2]1[CH:7]=[CH:6][CH:5]=[CH:4][CH:3]=1.N1C=CC=CC=1.[CH:40]1[CH:45]=[CH:44][C:43]([O:46][C:47](Cl)=[S:48])=[CH:42][CH:41]=1, predict the reaction product. The product is: [CH2:1]([O:8][C:9]([N:11]1[CH2:15][C@@H:14]([O:16][Si:17]([C:20]([CH3:23])([CH3:22])[CH3:21])([CH3:19])[CH3:18])[CH2:13][C@@H:12]1[CH:24]([O:33][C:47]([O:46][C:43]1[CH:44]=[CH:45][CH:40]=[CH:41][CH:42]=1)=[S:48])[C:25]1[C:26]([CH3:32])=[N:27][N:28]([CH3:31])[C:29]=1[CH3:30])=[O:10])[C:2]1[CH:3]=[CH:4][CH:5]=[CH:6][CH:7]=1. (4) Given the reactants [CH2:1]([O:8][CH:9](O)[CH2:10][CH2:11][CH3:12])[C:2]1[CH:7]=[CH:6][CH:5]=[CH:4][CH:3]=1.C(N(CC)CC)C.[CH3:21][S:22](Cl)(=[O:24])=[O:23].C1C[O:29]CC1, predict the reaction product. The product is: [CH3:21][S:22]([O:24][CH2:12][CH2:11][CH2:10][CH2:9][O:8][CH2:1][C:2]1[CH:7]=[CH:6][CH:5]=[CH:4][CH:3]=1)(=[O:29])=[O:23]. (5) Given the reactants [F:1][C:2]1[CH:19]=[CH:18][C:5]([CH2:6][C:7]2[C:16]3[C:11](=[CH:12][CH:13]=[CH:14][CH:15]=3)[C:10](=O)[NH:9][N:8]=2)=[CH:4][CH:3]=1.P(Cl)(Cl)([Cl:22])=O, predict the reaction product. The product is: [Cl:22][C:10]1[C:11]2[C:16](=[CH:15][CH:14]=[CH:13][CH:12]=2)[C:7]([CH2:6][C:5]2[CH:18]=[CH:19][C:2]([F:1])=[CH:3][CH:4]=2)=[N:8][N:9]=1. (6) Given the reactants [CH2:1]([O:3][C:4](=[O:16])[CH2:5][O:6][C:7]1[CH:12]=[CH:11][C:10]([N+:13]([O-])=O)=[CH:9][CH:8]=1)[CH3:2].O1CCCC1.[H][H], predict the reaction product. The product is: [CH2:1]([O:3][C:4](=[O:16])[CH2:5][O:6][C:7]1[CH:12]=[CH:11][C:10]([NH2:13])=[CH:9][CH:8]=1)[CH3:2]. (7) Given the reactants [Cl:1][C:2]1[CH:3]=[C:4](OS(C(F)(F)F)(=O)=O)[CH:5]=[C:6]([Cl:22])[C:7]=1[CH2:8][CH:9]1[CH2:13][CH2:12][N:11]([C@H:14]2[CH2:19][CH2:18][C@@H:17]([F:20])[CH2:16][CH2:15]2)[C:10]1=[O:21].[N:31]1[CH:36]=[CH:35][CH:34]=[C:33](B(O)O)[CH:32]=1.C([O-])([O-])=O.[Na+].[Na+], predict the reaction product. The product is: [Cl:1][C:2]1[CH:3]=[C:4]([C:33]2[CH:32]=[N:31][CH:36]=[CH:35][CH:34]=2)[CH:5]=[C:6]([Cl:22])[C:7]=1[CH2:8][CH:9]1[CH2:13][CH2:12][N:11]([C@H:14]2[CH2:19][CH2:18][C@@H:17]([F:20])[CH2:16][CH2:15]2)[C:10]1=[O:21]. (8) Given the reactants [CH3:1][C:2]1[S:6][C:5]([CH:7]=O)=[CH:4][CH:3]=1.[N+:9]([CH3:12])([O-:11])=[O:10].[OH-].[Na+].Cl, predict the reaction product. The product is: [CH3:1][C:2]1[S:6][C:5](/[CH:7]=[CH:12]/[N+:9]([O-:11])=[O:10])=[CH:4][CH:3]=1. (9) Given the reactants [CH2:1]([N:3]1[C:7]([C:8]2[CH:13]=[CH:12][CH:11]=[CH:10][CH:9]=2)=[CH:6][S:5]/[C:4]/1=[N:14]\[C:15]1[CH:24]=[CH:23][C:18]([C:19]([O:21]C)=[O:20])=[CH:17][CH:16]=1)[CH3:2].[OH-].[Na+], predict the reaction product. The product is: [CH2:1]([N:3]1[C:7]([C:8]2[CH:9]=[CH:10][CH:11]=[CH:12][CH:13]=2)=[CH:6][S:5]/[C:4]/1=[N:14]\[C:15]1[CH:16]=[CH:17][C:18]([C:19]([OH:21])=[O:20])=[CH:23][CH:24]=1)[CH3:2]. (10) Given the reactants [CH2:1]([S:13][CH:14]([CH2:20][S:21][CH2:22][CH2:23][CH2:24][CH2:25][CH2:26][CH2:27][CH2:28][CH2:29][CH2:30][CH2:31][CH2:32][CH3:33])[CH2:15][CH2:16][C:17]([OH:19])=O)[CH2:2][CH2:3][CH2:4][CH2:5][CH2:6][CH2:7][CH2:8][CH2:9][CH2:10][CH2:11][CH3:12].[CH3:34][N:35]([CH3:39])[CH2:36][CH2:37][NH2:38], predict the reaction product. The product is: [CH3:34][N:35]([CH3:39])[CH2:36][CH2:37][NH:38][C:17](=[O:19])[CH2:16][CH2:15][CH:14]([S:13][CH2:1][CH2:2][CH2:3][CH2:4][CH2:5][CH2:6][CH2:7][CH2:8][CH2:9][CH2:10][CH2:11][CH3:12])[CH2:20][S:21][CH2:22][CH2:23][CH2:24][CH2:25][CH2:26][CH2:27][CH2:28][CH2:29][CH2:30][CH2:31][CH2:32][CH3:33].